From a dataset of Full USPTO retrosynthesis dataset with 1.9M reactions from patents (1976-2016). Predict the reactants needed to synthesize the given product. (1) Given the product [Br:21][C:6]1[CH:7]=[CH:8][C:3]([O:2][CH3:1])=[C:4]([O:10][CH3:11])[C:5]=1[CH3:9], predict the reactants needed to synthesize it. The reactants are: [CH3:1][O:2][CH:3]1[CH:8]=[CH:7][CH:6]=[C:5]([CH3:9])[C:4]1(OC)[O:10][CH3:11].C1C(=O)N([Br:21])C(=O)C1. (2) Given the product [P:40]([O:25][C:21]1[CH:22]=[CH:23][CH:24]=[C:19]([C@@H:11]2[CH:10]=[C:9]([C:3]3[CH:4]=[C:5]([F:8])[CH:6]=[CH:7][C:2]=3[F:1])[CH2:13][N:12]2[C:14]([N:16]([CH3:18])[CH3:17])=[O:15])[CH:20]=1)([O:41][CH2:42][C:43]1[CH:48]=[CH:47][CH:46]=[CH:45][CH:44]=1)([O:49][CH2:50][C:51]1[CH:56]=[CH:55][CH:54]=[CH:53][CH:52]=1)=[O:57], predict the reactants needed to synthesize it. The reactants are: [F:1][C:2]1[CH:7]=[CH:6][C:5]([F:8])=[CH:4][C:3]=1[C:9]1[CH2:13][N:12]([C:14]([N:16]([CH3:18])[CH3:17])=[O:15])[C@H:11]([C:19]2[CH:24]=[CH:23][CH:22]=[C:21]([OH:25])[CH:20]=2)[CH:10]=1.CCN(C(C)C)C(C)C.C(Cl)(Cl)(Cl)Cl.[P:40]([O-:57])([O:49][CH2:50][C:51]1[CH:56]=[CH:55][CH:54]=[CH:53][CH:52]=1)[O:41][CH2:42][C:43]1[CH:48]=[CH:47][CH:46]=[CH:45][CH:44]=1. (3) Given the product [Br-:1].[Cl:18][C:16]1[N:17]=[C:13]([N:12]=[N:11][C:8]2[CH:9]=[CH:10][C:5]([N:4]([CH2:22][CH3:23])[CH2:3][CH2:2][N:27]3[CH:28]=[CH:29][N+:25]([CH3:24])=[CH:26]3)=[CH:6][CH:7]=2)[S:14][C:15]=1[N+:19]([O-:21])=[O:20], predict the reactants needed to synthesize it. The reactants are: [Br:1][CH2:2][CH2:3][N:4]([CH2:22][CH3:23])[C:5]1[CH:10]=[CH:9][C:8]([N:11]=[N:12][C:13]2[S:14][C:15]([N+:19]([O-:21])=[O:20])=[C:16]([Cl:18])[N:17]=2)=[CH:7][CH:6]=1.[CH3:24][N:25]1[CH:29]=[CH:28][N:27]=[CH:26]1. (4) Given the product [C:22]([OH:23])(=[O:14])[CH3:21].[CH3:15][O:16][C:17]1[CH:18]=[C:19]([C@:25]23[CH2:33][N:32]([CH3:34])[CH2:31][C@H:30]2[CH2:29][C@H:28]([NH:35][C:13]([NH:12][C:4]2[CH:5]=[C:6]([C:8]([F:10])([F:11])[F:9])[CH:7]=[C:2]([F:1])[CH:3]=2)=[O:14])[CH2:27][CH2:26]3)[CH:20]=[CH:21][C:22]=1[O:23][CH3:24], predict the reactants needed to synthesize it. The reactants are: [F:1][C:2]1[CH:3]=[C:4]([N:12]=[C:13]=[O:14])[CH:5]=[C:6]([C:8]([F:11])([F:10])[F:9])[CH:7]=1.[CH3:15][O:16][C:17]1[CH:18]=[C:19]([C@:25]23[CH2:33][N:32]([CH3:34])[CH2:31][C@H:30]2[CH2:29][C@H:28]([NH2:35])[CH2:27][CH2:26]3)[CH:20]=[CH:21][C:22]=1[O:23][CH3:24]. (5) Given the product [CH3:1][C:2]1[CH:8]=[CH:7][CH:6]=[CH:5][C:3]=1[NH:4][CH2:10][C:11]1[CH:20]=[CH:19][C:18]2[C:13](=[CH:14][CH:15]=[CH:16][CH:17]=2)[C:12]=1[B:21]1[O:25][C:24]([CH3:27])([CH3:26])[C:23]([CH3:29])([CH3:28])[O:22]1, predict the reactants needed to synthesize it. The reactants are: [CH3:1][C:2]1[CH:8]=[CH:7][CH:6]=[CH:5][C:3]=1[NH2:4].Br[CH2:10][C:11]1[CH:20]=[CH:19][C:18]2[C:13](=[CH:14][CH:15]=[CH:16][CH:17]=2)[C:12]=1[B:21]1[O:25][C:24]([CH3:27])([CH3:26])[C:23]([CH3:29])([CH3:28])[O:22]1.C([O-])([O-])=O.[K+].[K+].O. (6) The reactants are: [NH:1]1[CH2:6][CH2:5][CH:4]([C:7]([C:9]2[CH:14]=[CH:13][CH:12]=[C:11]([C:15]([F:18])([F:17])[F:16])[CH:10]=2)=[O:8])[CH2:3][CH2:2]1.[C:19]1([C:25]2[NH:26][C:27]([CH:30]=O)=[CH:28][N:29]=2)[CH:24]=[CH:23][CH:22]=[CH:21][CH:20]=1. Given the product [C:19]1([C:25]2[NH:26][C:27]([CH2:30][N:1]3[CH2:2][CH2:3][CH:4]([C:7]([C:9]4[CH:14]=[CH:13][CH:12]=[C:11]([C:15]([F:16])([F:17])[F:18])[CH:10]=4)=[O:8])[CH2:5][CH2:6]3)=[CH:28][N:29]=2)[CH:20]=[CH:21][CH:22]=[CH:23][CH:24]=1, predict the reactants needed to synthesize it.